This data is from Reaction yield outcomes from USPTO patents with 853,638 reactions. The task is: Predict the reaction yield, written as a fraction of the theoretical maximum amount of product (1.0 means a 100% yield; for example, 0.34 means a 34% yield). (1) The reactants are Cl.[S:2]1[C:6]([NH2:7])=[N:5][CH:4]=[N:3]1.[O:8]=[C:9]1[CH2:14][N:13]([C:15](=[O:20])[C:16]([F:19])([F:18])[F:17])[CH2:12][CH2:11][N:10]1[C:21]1[CH:26]=[CH:25][C:24]([S:27](Cl)(=[O:29])=[O:28])=[CH:23][CH:22]=1. The catalyst is N1C=CC=CC=1. The product is [O:8]=[C:9]1[CH2:14][N:13]([C:15](=[O:20])[C:16]([F:18])([F:17])[F:19])[CH2:12][CH2:11][N:10]1[C:21]1[CH:22]=[CH:23][C:24]([S:27]([NH:7][C:6]2[S:2][N:3]=[CH:4][N:5]=2)(=[O:29])=[O:28])=[CH:25][CH:26]=1. The yield is 0.480. (2) The reactants are C[O:2][C:3]1[C:8]([CH3:9])=[C:7]([CH3:10])[C:6]([O:11]C)=[C:5]([CH3:13])[C:4]=1[CH2:14]/[CH:15]=[C:16](\[CH3:22])/[CH2:17][CH2:18][CH2:19][CH2:20][OH:21].O=[N+]([O-])[O-].[O-][N+](=O)[O-].[O-][N+](=O)[O-].[O-][N+](=O)[O-].[O-][N+](=O)[O-].[O-][N+](=O)[O-].[Ce+4].[NH4+].[NH4+].O.CCOC(C)=O. The catalyst is C(C#N)(C)=O.O. The product is [OH:21][CH2:20][CH2:19][CH2:18][CH2:17]/[C:16](/[CH3:22])=[CH:15]/[CH2:14][C:4]1[C:3](=[O:2])[C:8]([CH3:9])=[C:7]([CH3:10])[C:6](=[O:11])[C:5]=1[CH3:13]. The yield is 0.0820. (3) The reactants are [C:1]([C:5]1[NH:6][C:7]2[C:12]([CH:13]=1)=[CH:11][C:10]([N+:14]([O-])=O)=[CH:9][C:8]=2[C:17]#[N:18])([CH3:4])([CH3:3])[CH3:2].[BH4-].[Na+]. The product is [NH2:14][C:10]1[CH:11]=[C:12]2[C:7](=[C:8]([C:17]#[N:18])[CH:9]=1)[NH:6][C:5]([C:1]([CH3:4])([CH3:3])[CH3:2])=[CH:13]2. The catalyst is CO. The yield is 0.320.